From a dataset of Forward reaction prediction with 1.9M reactions from USPTO patents (1976-2016). Predict the product of the given reaction. (1) Given the reactants [CH2:1]([O:8][C:9]1[CH:17]=[C:12]2[CH2:13][NH:14][CH2:15][CH2:16][N:11]2[N:10]=1)[C:2]1[CH:7]=[CH:6][CH:5]=[CH:4][CH:3]=1.[Br:18][CH2:19][C:20](Br)=[O:21], predict the reaction product. The product is: [CH2:1]([O:8][C:9]1[CH:17]=[C:12]2[CH2:13][N:14]([C:20](=[O:21])[CH2:19][Br:18])[CH2:15][CH2:16][N:11]2[N:10]=1)[C:2]1[CH:3]=[CH:4][CH:5]=[CH:6][CH:7]=1. (2) Given the reactants [CH3:1][NH2:2].[Cl:3][CH2:4][C:5]1[NH:6][C:7]2[CH:13]=[CH:12][CH:11]=[CH:10][C:8]=2[N:9]=1, predict the reaction product. The product is: [ClH:3].[ClH:3].[CH3:1][NH:2][CH2:4][C:5]1[NH:6][C:7]2[CH:13]=[CH:12][CH:11]=[CH:10][C:8]=2[N:9]=1.